From a dataset of Full USPTO retrosynthesis dataset with 1.9M reactions from patents (1976-2016). Predict the reactants needed to synthesize the given product. (1) Given the product [F:1][C:2]1[CH:3]=[C:4]2[C:10]([C:11]3[N:12]=[N:13][C:14]4[C:19]([CH3:20])([CH3:21])[C:18](=[O:22])[N:17]([CH2:23][O:24][CH2:25][CH2:26][Si:27]([CH3:28])([CH3:30])[CH3:29])[C:15]=4[N:16]=3)=[N:9][N:8]([CH2:32][C:33]3[CH:38]=[CH:37][CH:36]=[C:35]([CH3:39])[C:34]=3[F:40])[C:5]2=[N:6][CH:7]=1, predict the reactants needed to synthesize it. The reactants are: [F:1][C:2]1[CH:3]=[C:4]2[C:10]([C:11]3[N:12]=[N:13][C:14]4[C:19]([CH3:21])([CH3:20])[C:18](=[O:22])[N:17]([CH2:23][O:24][CH2:25][CH2:26][Si:27]([CH3:30])([CH3:29])[CH3:28])[C:15]=4[N:16]=3)=[N:9][NH:8][C:5]2=[N:6][CH:7]=1.Br[CH2:32][C:33]1[CH:38]=[CH:37][CH:36]=[C:35]([CH3:39])[C:34]=1[F:40]. (2) Given the product [OH:1][C@H:2]([C:33]1[CH:38]=[CH:37][C:36]([OH:39])=[CH:35][CH:34]=1)[C@@H:3]([NH:5][CH2:6][CH2:7][O:8][C:9]1[C:14]([CH3:15])=[CH:13][C:12]([C:16]2[CH:21]=[CH:20][C:19]([C:22]([OH:24])=[O:23])=[CH:18][CH:17]=2)=[CH:11][C:10]=1[CH3:32])[CH3:4], predict the reactants needed to synthesize it. The reactants are: [OH:1][C@H:2]([C:33]1[CH:38]=[CH:37][C:36]([OH:39])=[CH:35][CH:34]=1)[C@@H:3]([NH:5][CH2:6][CH2:7][O:8][C:9]1[C:14]([CH3:15])=[CH:13][C:12]([C:16]2[CH:21]=[CH:20][C:19]([C:22]([O:24]CC3C=CC=CC=3)=[O:23])=[CH:18][CH:17]=2)=[CH:11][C:10]=1[CH3:32])[CH3:4]. (3) The reactants are: [Cl:1][C:2]1[CH:7]=[CH:6][C:5]([CH:8]2[CH2:13][CH2:12][N:11]([C:14]3[C:23]([C:24]4[CH:29]=[CH:28][C:27]([F:30])=[CH:26][CH:25]=4)=[N:22][C:21]4[C:16](=[CH:17][CH:18]=[C:19]([C:31]([O:33]C)=[O:32])[CH:20]=4)[N:15]=3)[CH2:10][CH2:9]2)=[CH:4][CH:3]=1.[OH-].[Na+]. Given the product [Cl:1][C:2]1[CH:7]=[CH:6][C:5]([CH:8]2[CH2:9][CH2:10][N:11]([C:14]3[C:23]([C:24]4[CH:29]=[CH:28][C:27]([F:30])=[CH:26][CH:25]=4)=[N:22][C:21]4[C:16](=[CH:17][CH:18]=[C:19]([C:31]([OH:33])=[O:32])[CH:20]=4)[N:15]=3)[CH2:12][CH2:13]2)=[CH:4][CH:3]=1, predict the reactants needed to synthesize it. (4) Given the product [ClH:1].[NH:26]1[C:34]2[C:29](=[CH:30][CH:31]=[C:32]([C:35]([NH:7][C@@H:6]([C:8]([N:10]3[CH2:15][CH2:14][CH:13]([CH:16]4[CH2:21][CH2:20][N:19]([CH3:22])[CH2:18][CH2:17]4)[CH2:12][CH2:11]3)=[O:9])[CH2:5][CH:4]([CH3:3])[C:23](=[O:24])[OH:25])=[O:36])[CH:33]=2)[CH:28]=[CH:27]1, predict the reactants needed to synthesize it. The reactants are: [ClH:1].Cl.[CH3:3][CH:4]([C:23](=[O:25])[OH:24])[CH2:5][C@H:6]([C:8]([N:10]1[CH2:15][CH2:14][CH:13]([CH:16]2[CH2:21][CH2:20][N:19]([CH3:22])[CH2:18][CH2:17]2)[CH2:12][CH2:11]1)=[O:9])[NH2:7].[NH:26]1[C:34]2[C:29](=[CH:30][CH:31]=[C:32]([C:35](O)=[O:36])[CH:33]=2)[CH:28]=[CH:27]1.